From a dataset of Catalyst prediction with 721,799 reactions and 888 catalyst types from USPTO. Predict which catalyst facilitates the given reaction. (1) Reactant: [C:1]([OH:4])(=O)[CH3:2].C(N(CC)CC)C.ClC(OCC)=O.[NH:18]1[CH2:23][CH2:22][CH:21]([CH2:24][OH:25])[CH2:20][CH2:19]1. Product: [OH:25][CH2:24][CH:21]1[CH2:22][CH2:23][N:18]([C:1](=[O:4])[CH3:2])[CH2:19][CH2:20]1. The catalyst class is: 46. (2) Reactant: [N:1]1[CH:6]=[CH:5][CH:4]=[CH:3][C:2]=1[CH2:7][O:8][C:9]1[CH:18]=[C:17]([C:19]2[C:20]([C:25]#[N:26])=[N:21][CH:22]=[CH:23][CH:24]=2)[C:16]2[CH2:15][CH2:14][CH2:13][CH2:12][C:11]=2[N:10]=1.C([OH:31])(C)(C)C.[F-].[K+]. Product: [N:1]1[CH:6]=[CH:5][CH:4]=[CH:3][C:2]=1[CH2:7][O:8][C:9]1[CH:18]=[C:17]([C:19]2[C:20]([C:25]([NH2:26])=[O:31])=[N:21][CH:22]=[CH:23][CH:24]=2)[C:16]2[CH2:15][CH2:14][CH2:13][CH2:12][C:11]=2[N:10]=1. The catalyst class is: 13. (3) Reactant: [CH2:1]([N:8]1[C:12]2[C:13](=[O:27])[N:14]([CH3:26])[C:15]([CH2:24][OH:25])=[C:16]([C:17]3[CH:22]=[CH:21][C:20]([Cl:23])=[CH:19][CH:18]=3)[C:11]=2[CH:10]=[CH:9]1)[C:2]1[CH:7]=[CH:6][CH:5]=[CH:4][CH:3]=1.CCN(CC)CC.[CH3:35][S:36](Cl)(=[O:38])=[O:37]. Product: [CH3:35][S:36]([O:25][CH2:24][C:15]1[N:14]([CH3:26])[C:13](=[O:27])[C:12]2[N:8]([CH2:1][C:2]3[CH:7]=[CH:6][CH:5]=[CH:4][CH:3]=3)[CH:9]=[CH:10][C:11]=2[C:16]=1[C:17]1[CH:22]=[CH:21][C:20]([Cl:23])=[CH:19][CH:18]=1)(=[O:38])=[O:37]. The catalyst class is: 4. (4) Reactant: [Br:1][C:2]1[CH:3]=[CH:4][C:5]([OH:11])=[C:6]([C:8](=[O:10])[CH3:9])[CH:7]=1.[F:12][C:13]1[CH:20]=[CH:19][C:16]([CH:17]=O)=[CH:15][CH:14]=1. Product: [Br:1][C:2]1[CH:7]=[C:6]2[C:5](=[CH:4][CH:3]=1)[O:11][CH:17]([C:16]1[CH:19]=[CH:20][C:13]([F:12])=[CH:14][CH:15]=1)[CH2:9][C:8]2=[O:10]. The catalyst class is: 40. (5) Reactant: [CH2:1]([O:8][C:9]1[C:14](=[O:15])[N:13]2[CH2:16][CH2:17][N:18]([CH:19]([CH3:21])[CH3:20])[C:12]2=[N:11][C:10]=1[C:22](O)=[O:23])[C:2]1[CH:7]=[CH:6][CH:5]=[CH:4][CH:3]=1.[F:25][C:26]1[CH:33]=[CH:32][C:29]([CH2:30][NH2:31])=[CH:28][C:27]=1[CH3:34]. Product: [F:25][C:26]1[CH:33]=[CH:32][C:29]([CH2:30][NH:31][C:22]([C:10]2[N:11]=[C:12]3[N:18]([CH:19]([CH3:20])[CH3:21])[CH2:17][CH2:16][N:13]3[C:14](=[O:15])[C:9]=2[O:8][CH2:1][C:2]2[CH:3]=[CH:4][CH:5]=[CH:6][CH:7]=2)=[O:23])=[CH:28][C:27]=1[CH3:34]. The catalyst class is: 175. (6) Reactant: [C:1]([O:7][CH3:8])(=[O:6])[CH2:2][C:3]([CH3:5])=[O:4].B(O)(O)O.[CH2:13](O)[CH2:14][C:15]#C.C(OC)(=O)CC(C)=O.C1(C)C=CC=CC=1. Product: [O:4]=[C:3]([CH3:5])[CH2:2][C:1]([O:7][CH2:8][CH2:15][C:14]#[CH:13])=[O:6]. The catalyst class is: 11. (7) Reactant: [C:1]([O:5][CH:6]([C:11]1[CH:16]=[CH:15][CH:14]=[C:13]([CH:17]=[O:18])[C:12]=1[C:19]1[CH:20]=[CH:21][C:22]2[O:27][CH2:26][CH2:25][CH2:24][C:23]=2[CH:28]=1)[C:7]([O:9][CH3:10])=[O:8])([CH3:4])([CH3:3])[CH3:2].CS(C)=[O:31].Cl([O-])=O.[Na+].S([O-])([O-])=O.[Na+].[Na+].C(=O)(O)[O-].[Na+]. Product: [C:1]([O:5][CH:6]([C:11]1[C:12]([C:19]2[CH:20]=[CH:21][C:22]3[O:27][CH2:26][CH2:25][CH2:24][C:23]=3[CH:28]=2)=[C:13]([CH:14]=[CH:15][CH:16]=1)[C:17]([OH:31])=[O:18])[C:7]([O:9][CH3:10])=[O:8])([CH3:4])([CH3:2])[CH3:3]. The catalyst class is: 47.